Dataset: Full USPTO retrosynthesis dataset with 1.9M reactions from patents (1976-2016). Task: Predict the reactants needed to synthesize the given product. (1) Given the product [C:14]([C:16]1[N:20]([CH3:21])[C:19]([C:2]2[CH:7]=[CH:6][C:5]([S:8]([N:11]([CH3:13])[CH3:12])(=[O:10])=[O:9])=[CH:4][CH:3]=2)=[CH:18][CH:17]=1)#[N:15], predict the reactants needed to synthesize it. The reactants are: Br[C:2]1[CH:7]=[CH:6][C:5]([S:8]([N:11]([CH3:13])[CH3:12])(=[O:10])=[O:9])=[CH:4][CH:3]=1.[C:14]([C:16]1[N:20]([CH3:21])[C:19](B(O)O)=[CH:18][CH:17]=1)#[N:15].[F-].[K+].C(P(C(C)(C)C)C(C)(C)C)(C)(C)C. (2) Given the product [F:9][C:5]1[C:6]([F:8])=[CH:7][C:2]([C:27]2[CH:26]=[CH:25][C:24]3[O:20][CH2:21][O:22][C:23]=3[CH:28]=2)=[C:3]([C:10]2[CH:15]=[CH:14][C:13]([S:16]([CH3:19])(=[O:18])=[O:17])=[CH:12][CH:11]=2)[CH:4]=1, predict the reactants needed to synthesize it. The reactants are: Br[C:2]1[CH:7]=[C:6]([F:8])[C:5]([F:9])=[CH:4][C:3]=1[C:10]1[CH:15]=[CH:14][C:13]([S:16]([CH3:19])(=[O:18])=[O:17])=[CH:12][CH:11]=1.[O:20]1[C:24]2[CH:25]=[CH:26][C:27](B(O)O)=[CH:28][C:23]=2[O:22][CH2:21]1. (3) Given the product [Cl:34][C:6]1[CH:5]=[C:4]([C:1](=[C:39]2[S:35][C:36](=[O:41])[NH:37][C:38]2=[O:40])[CH3:2])[CH:33]=[CH:32][C:7]=1[O:8][CH2:9][CH2:10][O:11][C:12]1[C:21](=[O:22])[C:20]2[C:15](=[CH:16][CH:17]=[CH:18][CH:19]=2)[N:14]([CH3:23])[C:13]=1[C:24]1[CH:29]=[CH:28][C:27]([F:30])=[C:26]([F:31])[CH:25]=1, predict the reactants needed to synthesize it. The reactants are: [C:1]([C:4]1[CH:33]=[CH:32][C:7]([O:8][CH2:9][CH2:10][O:11][C:12]2[C:21](=[O:22])[C:20]3[C:15](=[CH:16][CH:17]=[CH:18][CH:19]=3)[N:14]([CH3:23])[C:13]=2[C:24]2[CH:29]=[CH:28][C:27]([F:30])=[C:26]([F:31])[CH:25]=2)=[C:6]([Cl:34])[CH:5]=1)(=O)[CH3:2].[S:35]1[CH2:39][C:38](=[O:40])[NH:37][C:36]1=[O:41].C(O)(=O)C1C=CC=CC=1.N1CCCCC1.